From a dataset of Peptide-MHC class II binding affinity with 134,281 pairs from IEDB. Regression. Given a peptide amino acid sequence and an MHC pseudo amino acid sequence, predict their binding affinity value. This is MHC class II binding data. (1) The peptide sequence is NLYIKSIQSLISDTQ. The MHC is H-2-IAb with pseudo-sequence H-2-IAb. The binding affinity (normalized) is 0.335. (2) The peptide sequence is RVFDKADGKSKRD. The MHC is HLA-DPA10301-DPB10402 with pseudo-sequence HLA-DPA10301-DPB10402. The binding affinity (normalized) is 0.0579.